This data is from NCI-60 drug combinations with 297,098 pairs across 59 cell lines. The task is: Regression. Given two drug SMILES strings and cell line genomic features, predict the synergy score measuring deviation from expected non-interaction effect. Drug 1: COC1=CC(=CC(=C1O)OC)C2C3C(COC3=O)C(C4=CC5=C(C=C24)OCO5)OC6C(C(C7C(O6)COC(O7)C8=CC=CS8)O)O. Drug 2: CCC1(C2=C(COC1=O)C(=O)N3CC4=CC5=C(C=CC(=C5CN(C)C)O)N=C4C3=C2)O.Cl. Cell line: SN12C. Synergy scores: CSS=55.1, Synergy_ZIP=-6.41, Synergy_Bliss=-4.13, Synergy_Loewe=-6.49, Synergy_HSA=0.612.